This data is from Reaction yield outcomes from USPTO patents with 853,638 reactions. The task is: Predict the reaction yield, written as a fraction of the theoretical maximum amount of product (1.0 means a 100% yield; for example, 0.34 means a 34% yield). (1) The product is [CH3:20][N:19]([CH2:18][C:12]1[N:8]2[CH2:9][CH2:10][O:11][C:5]3[CH:4]=[CH:3][C:2]([C:54]#[C:53][C:51]([OH:55])([CH3:52])[CH3:50])=[CH:22][C:6]=3[C:7]2=[N:14][C:13]=1[C:15]([NH2:17])=[O:16])[CH3:21]. No catalyst specified. The reactants are Br[C:2]1[CH:3]=[CH:4][C:5]2[O:11][CH2:10][CH2:9][N:8]3[C:12]([CH2:18][N:19]([CH3:21])[CH3:20])=[C:13]([C:15]([NH2:17])=[O:16])[N:14]=[C:7]3[C:6]=2[CH:22]=1.BrC1C=CC2OCCN3C(CN4CCCC4)=C(C(N)=O)N=C3C=2C=1.CNC.[CH3:50][C:51]([OH:55])([C:53]#[CH:54])[CH3:52]. The yield is 0.340. (2) The reactants are CS(O[CH2:6][CH2:7][CH:8]1[CH2:11][O:10][CH2:9]1)(=O)=O.O1CC(CCO)C1.CS(Cl)(=O)=O.CCN(C(C)C)C(C)C.[CH:33]1([C:36]2[C:44]([NH:45][S:46]([CH3:49])(=[O:48])=[O:47])=[CH:43][C:42]3[C:38](=[C:39]([C:57]([NH:59][CH3:60])=[O:58])[N:40]([C:50]4[CH:55]=[CH:54][C:53]([CH3:56])=[CH:52][CH:51]=4)[N:41]=3)[CH:37]=2)[CH2:35][CH2:34]1.C(=O)([O-])[O-].[K+].[K+]. The catalyst is C(Cl)Cl.C(#N)C.CCOC(C)=O. The product is [CH:33]1([C:36]2[C:44]([N:45]([S:46]([CH3:49])(=[O:48])=[O:47])[CH2:6][CH2:7][CH:8]3[CH2:9][O:10][CH2:11]3)=[CH:43][C:42]3[C:38](=[C:39]([C:57]([NH:59][CH3:60])=[O:58])[N:40]([C:50]4[CH:55]=[CH:54][C:53]([CH3:56])=[CH:52][CH:51]=4)[N:41]=3)[CH:37]=2)[CH2:34][CH2:35]1. The yield is 0.140.